This data is from Full USPTO retrosynthesis dataset with 1.9M reactions from patents (1976-2016). The task is: Predict the reactants needed to synthesize the given product. Given the product [O:17]=[C:15]([NH:18][C:19]1[S:20][CH:21]=[CH:22][N:23]=1)[CH2:14][N:11]1[CH2:10][CH2:9][N:8]([C:6]([O:5][C:1]([CH3:2])([CH3:3])[CH3:4])=[O:7])[CH2:13][CH2:12]1, predict the reactants needed to synthesize it. The reactants are: [C:1]([O:5][C:6]([N:8]1[CH2:13][CH2:12][N:11]([CH2:14][C:15]([OH:17])=O)[CH2:10][CH2:9]1)=[O:7])([CH3:4])([CH3:3])[CH3:2].[NH2:18][C:19]1[S:20][CH:21]=[CH:22][N:23]=1.C(N(C(C)C)CC)(C)C.C1CN([P+](ON2N=NC3C=CC=CC2=3)(N2CCCC2)N2CCCC2)CC1.F[P-](F)(F)(F)(F)F.